Dataset: Catalyst prediction with 721,799 reactions and 888 catalyst types from USPTO. Task: Predict which catalyst facilitates the given reaction. Reactant: [F:1][C:2]1[CH:3]=[CH:4][CH:5]=[C:6]2[C:10]=1[NH:9][C:8](=[O:11])[CH2:7]2.[Br:12]Br.[K+].[Br-]. Product: [Br:12][C:4]1[CH:5]=[C:6]2[C:10](=[C:2]([F:1])[CH:3]=1)[NH:9][C:8](=[O:11])[CH2:7]2. The catalyst class is: 6.